From a dataset of Reaction yield outcomes from USPTO patents with 853,638 reactions. Predict the reaction yield, written as a fraction of the theoretical maximum amount of product (1.0 means a 100% yield; for example, 0.34 means a 34% yield). (1) The reactants are [N:1]1[C:9]2[CH:8]=[CH:7][N:6]=[CH:5][C:4]=2[NH:3][C:2]=1[NH:10][CH2:11][CH2:12][CH2:13][NH2:14].[Br:15][C:16]1[C:17]([CH3:24])=[C:18]([CH:22]=O)[S:19][C:20]=1[Br:21]. No catalyst specified. The product is [Br:15][C:16]1[C:17]([CH3:24])=[C:18]([CH2:22][NH:14][CH2:13][CH2:12][CH2:11][NH:10][C:2]2[NH:1][C:9]3[CH:8]=[CH:7][N:6]=[CH:5][C:4]=3[N:3]=2)[S:19][C:20]=1[Br:21]. The yield is 0.490. (2) The reactants are Cl[C:2]1[N:7]=[C:6]([N:8]2[CH2:13][CH2:12][O:11][CH2:10][CH2:9]2)[N:5]=[C:4]([N:14]2[CH2:19][CH2:18][O:17][CH2:16][CH2:15]2)[N:3]=1.C(=O)([O-])[O-].[Na+].[Na+].[NH2:26][C:27]1[CH:32]=[CH:31][C:30](B2OC(C)(C)C(C)(C)O2)=[CH:29][CH:28]=1. The catalyst is C1C=CC([P]([Pd]([P](C2C=CC=CC=2)(C2C=CC=CC=2)C2C=CC=CC=2)([P](C2C=CC=CC=2)(C2C=CC=CC=2)C2C=CC=CC=2)[P](C2C=CC=CC=2)(C2C=CC=CC=2)C2C=CC=CC=2)(C2C=CC=CC=2)C2C=CC=CC=2)=CC=1.COCCOC. The product is [N:14]1([C:4]2[N:5]=[C:6]([N:8]3[CH2:13][CH2:12][O:11][CH2:10][CH2:9]3)[N:7]=[C:2]([C:30]3[CH:31]=[CH:32][C:27]([NH2:26])=[CH:28][CH:29]=3)[N:3]=2)[CH2:19][CH2:18][O:17][CH2:16][CH2:15]1. The yield is 0.830. (3) The reactants are [C:1]([C:3]1[CH:8]=[C:7]([CH2:9][CH2:10][NH:11][C:12](=[O:18])[O:13][C:14]([CH3:17])([CH3:16])[CH3:15])[CH:6]=[CH:5][N:4]=1)#[N:2].[C:19](OC)(=[O:27])[C:20]1[C:21](=[CH:23][CH:24]=[CH:25][CH:26]=1)[SH:22].C(N(CC)CC)C. The catalyst is C1(C)C=CC=CC=1. The product is [O:27]=[C:19]1[C:20]2[CH:26]=[CH:25][CH:24]=[CH:23][C:21]=2[S:22][C:1]([C:3]2[CH:8]=[C:7]([CH2:9][CH2:10][NH:11][C:12](=[O:18])[O:13][C:14]([CH3:15])([CH3:17])[CH3:16])[CH:6]=[CH:5][N:4]=2)=[N:2]1. The yield is 0.710. (4) The reactants are [H-].[Na+].[N:3]1[C:12]2[C:7](=[CH:8][CH:9]=[CH:10][CH:11]=2)[C:6](O)=[CH:5][N:4]=1.NCC(C1C=CC=CC=1)=O.C1C=CC(N(S(C(F)(F)F)(=O)=O)S(C(F)(F)F)(=O)=O)=CC=1.[C:45]([N:52]1[CH2:57][CH2:56][NH:55][CH2:54][CH2:53]1)([O:47][C:48]([CH3:51])([CH3:50])[CH3:49])=[O:46]. The catalyst is CN(C=O)C. The product is [C:48]([O:47][C:45]([N:52]1[CH2:57][CH2:56][N:55]([C:6]2[C:7]3[C:12](=[CH:11][CH:10]=[CH:9][CH:8]=3)[N:3]=[N:4][CH:5]=2)[CH2:54][CH2:53]1)=[O:46])([CH3:51])([CH3:49])[CH3:50]. The yield is 0.380. (5) The reactants are [O:1]1[C:5]2[CH:6]=[CH:7][C:8]([O:10][C:11]3[N:19]=[CH:18][CH:17]=[CH:16][C:12]=3[C:13]([OH:15])=O)=[CH:9][C:4]=2[O:3][CH2:2]1.[CH3:20][O:21][C:22](=[O:34])[CH2:23][O:24][C:25]1[CH:30]=[CH:29][C:28]([CH2:31][NH2:32])=[C:27]([F:33])[CH:26]=1.O.ON1C2C=CC=CC=2N=N1.Cl.CN(C)CCCN=C=NCC. The product is [CH3:20][O:21][C:22](=[O:34])[CH2:23][O:24][C:25]1[CH:30]=[CH:29][C:28]([CH2:31][NH:32][C:13]([C:12]2[C:11]([O:10][C:8]3[CH:7]=[CH:6][C:5]4[O:1][CH2:2][O:3][C:4]=4[CH:9]=3)=[N:19][CH:18]=[CH:17][CH:16]=2)=[O:15])=[C:27]([F:33])[CH:26]=1. The yield is 0.380. The catalyst is CN(C)C=O.ClCCl. (6) The reactants are [NH2:1][C:2]1[CH:18]=[CH:17][CH:16]=[CH:15][C:3]=1[O:4][C:5]1[CH:6]=[C:7]([C:13]#[N:14])[C:8](=[CH:11][CH:12]=1)[C:9]#[N:10].[N+:19]([C:22]1[CH:23]=[C:24]([CH:28]=[CH:29][CH:30]=1)[C:25](Cl)=[O:26])([O-:21])=[O:20].C(N(CC)CC)C. The catalyst is CC(C)=O.CC(C)=O.CCCCC. The product is [C:13]([C:7]1[CH:6]=[C:5]([CH:12]=[CH:11][C:8]=1[C:9]#[N:10])[O:4][C:3]1[CH:15]=[CH:16][CH:17]=[CH:18][C:2]=1[NH:1][C:25](=[O:26])[C:24]1[CH:28]=[CH:29][CH:30]=[C:22]([N+:19]([O-:21])=[O:20])[CH:23]=1)#[N:14]. The yield is 0.810. (7) The reactants are [CH3:1][C:2]1[CH:3]=[C:4]([C:8]([C:10]2[S:11][C:12]([CH3:16])=[C:13]([CH3:15])[N:14]=2)=O)[O:5][C:6]=1[CH3:7].[NH3:17]. The catalyst is CO. The product is [CH3:1][C:2]1[CH:3]=[C:4]([OH:5])[C:8]([C:10]2[S:11][C:12]([CH3:16])=[C:13]([CH3:15])[N:14]=2)=[N:17][C:6]=1[CH3:7]. The yield is 0.860.